This data is from Full USPTO retrosynthesis dataset with 1.9M reactions from patents (1976-2016). The task is: Predict the reactants needed to synthesize the given product. (1) Given the product [C:21]1([CH2:20][N:17]2[CH2:18][CH2:19][C:14]3([NH:13][C:10](=[O:11])[CH2:9][O:28][CH2:27]3)[CH2:15][CH2:16]2)[CH:26]=[CH:25][CH:24]=[CH:23][CH:22]=1, predict the reactants needed to synthesize it. The reactants are: C(N(CC)CC)C.Cl[CH2:9][C:10](Cl)=[O:11].[NH2:13][C:14]1([CH2:27][OH:28])[CH2:19][CH2:18][N:17]([CH2:20][C:21]2[CH:26]=[CH:25][CH:24]=[CH:23][CH:22]=2)[CH2:16][CH2:15]1.CC(C)([O-])C.[K+]. (2) The reactants are: F[C:2]1[CH:3]=[C:4]2[C:9](=[CH:10][C:11]=1[N+:12]([O-:14])=[O:13])[NH:8][C:7](=[O:15])[N:6]([NH:16][S:17]([CH3:20])(=[O:19])=[O:18])[C:5]2=[O:21].[CH2:22]([NH:25][C:26](=[O:33])[CH2:27][C:28]1[N:29]=[CH:30][NH:31][CH:32]=1)[CH:23]=[CH2:24]. Given the product [CH2:22]([NH:25][C:26](=[O:33])[CH2:27][C:28]1[N:29]=[CH:30][N:31]([C:2]2[CH:3]=[C:4]3[C:9](=[CH:10][C:11]=2[N+:12]([O-:14])=[O:13])[NH:8][C:7](=[O:15])[N:6]([NH:16][S:17]([CH3:20])(=[O:19])=[O:18])[C:5]3=[O:21])[CH:32]=1)[CH:23]=[CH2:24], predict the reactants needed to synthesize it. (3) Given the product [NH:1]([C:12]([O:14][CH2:15][CH:16]1[C:28]2[C:23](=[CH:24][CH:25]=[CH:26][CH:27]=2)[C:22]2[C:17]1=[CH:18][CH:19]=[CH:20][CH:21]=2)=[O:13])[C@H:2]([C:9]([O:11][CH2:31][C:30]([Cl:34])([Cl:33])[Cl:29])=[O:10])[CH2:3][O:4][C:5]([CH3:7])([CH3:6])[CH3:8], predict the reactants needed to synthesize it. The reactants are: [NH:1]([C:12]([O:14][CH2:15][CH:16]1[C:28]2[C:23](=[CH:24][CH:25]=[CH:26][CH:27]=2)[C:22]2[C:17]1=[CH:18][CH:19]=[CH:20][CH:21]=2)=[O:13])[C@H:2]([C:9]([OH:11])=[O:10])[CH2:3][O:4][C:5]([CH3:8])([CH3:7])[CH3:6].[Cl:29][C:30]([Cl:34])([Cl:33])[CH2:31]O.C1CCC(N=C=NC2CCCCC2)CC1. (4) Given the product [CH2:44]([N:36]([S:33]([N:6]([CH2:5][C:4]([OH:46])=[O:3])[CH2:7][C:8]1[CH:13]=[CH:12][CH:11]=[C:10]([O:14][CH2:15][CH2:16][C:17]2[N:18]=[C:19]([C:23]3[CH:24]=[CH:25][C:26]([C:29]([F:32])([F:30])[F:31])=[CH:27][CH:28]=3)[O:20][C:21]=2[CH3:22])[CH:9]=1)(=[O:35])=[O:34])[C:37]1[CH:38]=[C:39]([CH3:43])[CH:40]=[CH:41][CH:42]=1)[CH3:45], predict the reactants needed to synthesize it. The reactants are: C([O:3][C:4](=[O:46])[CH2:5][N:6]([S:33]([N:36]([CH2:44][CH3:45])[C:37]1[CH:38]=[C:39]([CH3:43])[CH:40]=[CH:41][CH:42]=1)(=[O:35])=[O:34])[CH2:7][C:8]1[CH:13]=[CH:12][CH:11]=[C:10]([O:14][CH2:15][CH2:16][C:17]2[N:18]=[C:19]([C:23]3[CH:28]=[CH:27][C:26]([C:29]([F:32])([F:31])[F:30])=[CH:25][CH:24]=3)[O:20][C:21]=2[CH3:22])[CH:9]=1)C.O.[OH-].[Li+]. (5) Given the product [CH:1]([O:4][C:5]([N:7]1[CH2:12][CH2:11][N:10]([C:13]2[CH:18]=[CH:17][N:16]3[N:19]=[CH:20][C:21]([C:30]4[C:25]([O:24][CH3:23])=[N:26][CH:27]=[CH:28][CH:29]=4)=[C:15]3[N:14]=2)[CH2:9][CH2:8]1)=[O:6])([CH3:3])[CH3:2], predict the reactants needed to synthesize it. The reactants are: [CH:1]([O:4][C:5]([N:7]1[CH2:12][CH2:11][N:10]([C:13]2[CH:18]=[CH:17][N:16]3[N:19]=[CH:20][C:21](Br)=[C:15]3[N:14]=2)[CH2:9][CH2:8]1)=[O:6])([CH3:3])[CH3:2].[CH3:23][O:24][C:25]1[C:30](B(O)O)=[CH:29][CH:28]=[CH:27][N:26]=1. (6) The reactants are: [NH2:1][C:2](=[O:20])[C@H:3]([NH:12][C:13](=[O:19])[O:14][C:15]([CH3:18])([CH3:17])[CH3:16])[CH2:4][C:5]1[CH:10]=[CH:9][C:8](I)=[CH:7][CH:6]=1.[CH3:21][S:22]([O-:24])=[O:23].[Na+].CNCCNC.O. Given the product [NH2:1][C:2](=[O:20])[C@H:3]([NH:12][C:13](=[O:19])[O:14][C:15]([CH3:18])([CH3:17])[CH3:16])[CH2:4][C:5]1[CH:10]=[CH:9][C:8]([S:22]([CH3:21])(=[O:24])=[O:23])=[CH:7][CH:6]=1, predict the reactants needed to synthesize it.